Predict the product of the given reaction. From a dataset of Forward reaction prediction with 1.9M reactions from USPTO patents (1976-2016). (1) Given the reactants [CH3:1][C:2]1[C:10]2[N:9]=[C:8]([CH2:11][CH2:12][CH3:13])[N:7]([CH2:14][C:15]3[CH:32]=[CH:31][C:18]4/[C:19](=[CH:28]/[C:29]#[N:30])/[C:20]5[CH:27]=[CH:26][CH:25]=[CH:24][C:21]=5[CH2:22][CH2:23][C:17]=4[CH:16]=3)[C:6]=2[CH:5]=[C:4]([C:33]([NH:35][NH2:36])=[O:34])[CH:3]=1.[C:37](OCC)(OCC)(OCC)[CH3:38], predict the reaction product. The product is: [CH3:1][C:2]1[C:10]2[N:9]=[C:8]([CH2:11][CH2:12][CH3:13])[N:7]([CH2:14][C:15]3[CH:32]=[CH:31][C:18]4/[C:19](=[CH:28]/[C:29]#[N:30])/[C:20]5[CH:27]=[CH:26][CH:25]=[CH:24][C:21]=5[CH2:22][CH2:23][C:17]=4[CH:16]=3)[C:6]=2[CH:5]=[C:4]([C:33]2[O:34][C:37]([CH3:38])=[N:36][N:35]=2)[CH:3]=1. (2) The product is: [CH3:15][O:14][CH2:13][CH2:12][N:8]1[C:7]2[C:2]3[O:29][CH:22]([C:23]4[CH:24]=[CH:25][CH:26]=[CH:27][CH:28]=4)[CH2:21][CH2:20][C:3]=3[C:4]([C:16]([O:18][CH3:19])=[O:17])=[CH:5][C:6]=2[N:10]=[C:9]1[CH3:11]. Given the reactants O[C:2]1[C:7]2[N:8]([CH2:12][CH2:13][O:14][CH3:15])[C:9]([CH3:11])=[N:10][C:6]=2[CH:5]=[C:4]([C:16]([O:18][CH3:19])=[O:17])[C:3]=1[CH2:20][CH2:21][CH:22]([OH:29])[C:23]1[CH:28]=[CH:27][CH:26]=[CH:25][CH:24]=1.[OH-].[Na+], predict the reaction product.